This data is from NCI-60 drug combinations with 297,098 pairs across 59 cell lines. The task is: Regression. Given two drug SMILES strings and cell line genomic features, predict the synergy score measuring deviation from expected non-interaction effect. Drug 1: CC1=C(C=C(C=C1)NC(=O)C2=CC=C(C=C2)CN3CCN(CC3)C)NC4=NC=CC(=N4)C5=CN=CC=C5. Drug 2: CN(CCCl)CCCl.Cl. Cell line: HCT116. Synergy scores: CSS=7.23, Synergy_ZIP=-2.37, Synergy_Bliss=-1.32, Synergy_Loewe=-22.3, Synergy_HSA=-2.27.